From a dataset of Peptide-MHC class II binding affinity with 134,281 pairs from IEDB. Regression. Given a peptide amino acid sequence and an MHC pseudo amino acid sequence, predict their binding affinity value. This is MHC class II binding data. The peptide sequence is RTKYTATISGLKPGV. The MHC is DRB1_1602 with pseudo-sequence DRB1_1602. The binding affinity (normalized) is 0.488.